From a dataset of Reaction yield outcomes from USPTO patents with 853,638 reactions. Predict the reaction yield, written as a fraction of the theoretical maximum amount of product (1.0 means a 100% yield; for example, 0.34 means a 34% yield). (1) The catalyst is O.CN(C=O)C. The yield is 0.100. The reactants are [CH2:1]([O:8][C:9]1[CH:10]=[N:11][CH:12]=[C:13]([CH:17]=1)[C:14]([OH:16])=O)[C:2]1[CH:7]=[CH:6][CH:5]=[CH:4][CH:3]=1.CN(C(ON1N=NC2C=CC=CC1=2)=[N+](C)C)C.F[P-](F)(F)(F)(F)F.CCN(C(C)C)C(C)C.[NH:51]1[CH:55]=[CH:54][N:53]=[C:52]1[NH:56][C:57]([C:59]1[C:67]2[NH:66][C:65]([NH2:68])=[N:64][C:63]=2[CH:62]=[CH:61][CH:60]=1)=[O:58]. The product is [NH:53]1[CH:54]=[CH:55][N:51]=[C:52]1[NH:56][C:57]([C:59]1[C:67]2[N:66]=[C:65]([NH:68][C:14]([C:13]3[CH:12]=[N:11][CH:10]=[C:9]([O:8][CH2:1][C:2]4[CH:3]=[CH:4][CH:5]=[CH:6][CH:7]=4)[CH:17]=3)=[O:16])[NH:64][C:63]=2[CH:62]=[CH:61][CH:60]=1)=[O:58]. (2) The reactants are Br[C:2]1[C:7](=[O:8])[N:6]([CH2:9][C:10]2[CH:15]=[CH:14][C:13]([C:16]3[C:17]([C:22]#[N:23])=[CH:18][CH:19]=[CH:20][CH:21]=3)=[CH:12][CH:11]=2)[C:5]([CH2:24][CH2:25][CH2:26][CH3:27])=[N:4][C:3]=1[CH3:28].[CH2:29]([Sn](CCCC)(CCCC)C=C)[CH2:30]CC.[Cl-].[Li+]. The catalyst is CN(C)C=O.C(OCC)(=O)C.[F-].[K+].Cl[Pd](Cl)([P](C1C=CC=CC=1)(C1C=CC=CC=1)C1C=CC=CC=1)[P](C1C=CC=CC=1)(C1C=CC=CC=1)C1C=CC=CC=1. The product is [CH2:24]([C:5]1[N:6]([CH2:9][C:10]2[CH:15]=[CH:14][C:13]([C:16]3[C:17]([C:22]#[N:23])=[CH:18][CH:19]=[CH:20][CH:21]=3)=[CH:12][CH:11]=2)[C:7](=[O:8])[C:2]([CH:29]=[CH2:30])=[C:3]([CH3:28])[N:4]=1)[CH2:25][CH2:26][CH3:27]. The yield is 0.630. (3) The yield is 0.680. The product is [CH3:17][O:10][C:9](=[O:11])[C:8]1[CH:12]=[CH:13][C:14]([Cl:16])=[N:15][C:7]=1[NH2:6]. The reactants are S(=O)(=O)(O)O.[NH2:6][C:7]1[N:15]=[C:14]([Cl:16])[CH:13]=[CH:12][C:8]=1[C:9]([OH:11])=[O:10].[C:17](=O)(O)[O-].[Na+]. The catalyst is CO. (4) The reactants are [F:1][C:2]([F:27])([F:26])[C:3]1[CH:4]=[C:5]([CH:19]=[C:20]([C:22]([F:25])([F:24])[F:23])[CH:21]=1)[CH2:6][CH:7]1[C:11](=C)[CH2:10][CH2:9][C:8]1([CH:16]([CH3:18])[CH3:17])[C:13]([NH2:15])=[O:14].[O:28]=[O+][O-].C1(P(C2C=CC=CC=2)C2C=CC=CC=2)C=CC=CC=1. The catalyst is ClCCl. The product is [F:24][C:22]([F:23])([F:25])[C:20]1[CH:19]=[C:5]([CH:4]=[C:3]([C:2]([F:26])([F:27])[F:1])[CH:21]=1)[CH2:6][CH:7]1[C:11](=[O:28])[CH2:10][CH2:9][C:8]1([CH:16]([CH3:18])[CH3:17])[C:13]([NH2:15])=[O:14]. The yield is 0.830. (5) The reactants are [F:1][C:2]1[CH:7]=[C:6]([O:8][CH2:9][C:10]2[CH:15]=[CH:14][CH:13]=[C:12]([F:16])[CH:11]=2)[CH:5]=[CH:4][C:3]=1[NH2:17].[CH3:18][O:19][C:20](=[O:25])[CH2:21][C:22](Cl)=[O:23]. No catalyst specified. The product is [CH3:18][O:19][C:20](=[O:25])[CH2:21][C:22]([NH:17][C:3]1[CH:4]=[CH:5][C:6]([O:8][CH2:9][C:10]2[CH:15]=[CH:14][CH:13]=[C:12]([F:16])[CH:11]=2)=[CH:7][C:2]=1[F:1])=[O:23]. The yield is 0.470.